The task is: Predict the reactants needed to synthesize the given product.. This data is from Full USPTO retrosynthesis dataset with 1.9M reactions from patents (1976-2016). (1) Given the product [C:1]([O:5][C:6]([N:8]1[C:13]2[CH:14]=[C:15]([Cl:19])[C:16]([Cl:18])=[CH:17][C:12]=2[O:11][CH:10]([C:20]([N:28]2[CH2:29][CH2:30][C:25]([C:23]#[N:24])([CH2:31][C:32]3[CH:33]=[CH:34][C:35]([F:38])=[CH:36][CH:37]=3)[CH2:26][CH2:27]2)=[O:21])[CH2:9]1)=[O:7])([CH3:3])([CH3:2])[CH3:4], predict the reactants needed to synthesize it. The reactants are: [C:1]([O:5][C:6]([N:8]1[C:13]2[CH:14]=[C:15]([Cl:19])[C:16]([Cl:18])=[CH:17][C:12]=2[O:11][CH:10]([C:20](O)=[O:21])[CH2:9]1)=[O:7])([CH3:4])([CH3:3])[CH3:2].[C:23]([C:25]1([CH2:31][C:32]2[CH:37]=[CH:36][C:35]([F:38])=[CH:34][CH:33]=2)[CH2:30][CH2:29][NH:28][CH2:27][CH2:26]1)#[N:24].CCN=C=NCCCN(C)C.C1C=CC2N(O)N=NC=2C=1.CCN(C(C)C)C(C)C. (2) Given the product [OH:6][C:7]1[CH:8]=[C:9]2[C:14](=[CH:15][CH:16]=1)[C:13](=[O:17])[N:12]([C:18]1[CH:19]=[N:20][CH:21]=[CH:22][C:23]=1[CH3:24])[CH2:11][CH2:10]2, predict the reactants needed to synthesize it. The reactants are: [Br-].[Br-].[Br-].B.C[O:6][C:7]1[CH:8]=[C:9]2[C:14](=[CH:15][CH:16]=1)[C:13](=[O:17])[N:12]([C:18]1[CH:19]=[N:20][CH:21]=[CH:22][C:23]=1[CH3:24])[CH2:11][CH2:10]2.C(OC(=O)C)C.C([O-])(O)=O.[Na+]. (3) Given the product [NH2:1][C:2]1[C:7]([C:8](=[O:9])[C:10]2[C:15]([O:16][CH3:17])=[CH:14][CH:13]=[C:12]([F:18])[C:11]=2[F:19])=[CH:6][N:5]=[C:4]([NH:21][C:22]2[CH:27]=[CH:26][C:25]([S:28]([NH2:31])(=[O:29])=[O:30])=[CH:24][CH:23]=2)[N:3]=1, predict the reactants needed to synthesize it. The reactants are: [NH2:1][C:2]1[C:7]([C:8]([C:10]2[C:15]([O:16][CH3:17])=[CH:14][CH:13]=[C:12]([F:18])[C:11]=2[F:19])=[O:9])=[CH:6][N:5]=[C:4](Cl)[N:3]=1.[NH2:21][C:22]1[CH:27]=[CH:26][C:25]([S:28]([NH2:31])(=[O:30])=[O:29])=[CH:24][CH:23]=1.O. (4) Given the product [C:24]([O:27][C:28](=[O:29])[NH:30][CH:31]([CH2:32][C:33]1[CH:34]=[CH:35][C:36]([Cl:39])=[CH:37][CH:38]=1)[C:40]([N:59]1[CH2:60][CH2:61][N:56]([C:49]2[C:48]3[C:53](=[CH:54][CH:55]=[C:46]([Br:45])[CH:47]=3)[N:52]=[CH:51][N:50]=2)[CH2:57][CH2:58]1)=[O:42])([CH3:23])([CH3:25])[CH3:26], predict the reactants needed to synthesize it. The reactants are: CCN=C=NCCCN(C)C.Cl.C1C=CC2N(O)N=NC=2C=1.[CH3:23][C:24]([O:27][C:28]([NH:30][C@@H:31]([C:40]([OH:42])=O)[CH2:32][C:33]1[CH:38]=[CH:37][C:36]([Cl:39])=[CH:35][CH:34]=1)=[O:29])([CH3:26])[CH3:25].Cl.Cl.[Br:45][C:46]1[CH:47]=[C:48]2[C:53](=[CH:54][CH:55]=1)[N:52]=[CH:51][N:50]=[C:49]2[N:56]1[CH2:61][CH2:60][NH:59][CH2:58][CH2:57]1.C(N(CC)CC)C. (5) Given the product [Cl:1][CH2:2][C:3]([CH:9]1[CH2:13][CH2:12][CH2:11][CH2:10]1)=[O:4], predict the reactants needed to synthesize it. The reactants are: [Cl:1][CH2:2][C:3](N(OC)C)=[O:4].[CH:9]1([Mg]Br)[CH2:13][CH2:12][CH2:11][CH2:10]1. (6) Given the product [N+:1]([C:4]1[CH:5]=[CH:6][C:7]([C:8]([NH:15][CH2:19][CH2:20][C:21]([O:43][CH2:29][CH3:30])=[O:13])=[O:10])=[CH:11][CH:12]=1)([O-:3])=[O:2], predict the reactants needed to synthesize it. The reactants are: [N+:1]([C:4]1[CH:12]=[CH:11][C:7]([C:8]([OH:10])=O)=[CH:6][CH:5]=1)([O-:3])=[O:2].[OH2:13].[OH:13][N:15]1[C:19]2[CH:20]=[CH:21][CH:21]=[CH:20][C:19]=2[N:15]=N1.C(N([CH2:29][CH3:30])CC)C.Cl.C(N=C=NCCCN(C)C)C.[OH2:43]. (7) Given the product [Cl:19][C:10]1[CH:9]=[C:8]2[C:13]([C:14](=[O:16])[CH:15]=[C:6]([C:4]([OH:5])=[O:3])[O:7]2)=[CH:12][C:11]=1[C:17]#[N:18], predict the reactants needed to synthesize it. The reactants are: C([O:3][C:4]([C:6]1[O:7][C:8]2[C:13]([C:14](=[O:16])[CH:15]=1)=[CH:12][C:11]([C:17]#[N:18])=[C:10]([Cl:19])[CH:9]=2)=[O:5])C.Cl. (8) Given the product [Br:18][C:19]1[CH:26]=[CH:25][C:22]([CH2:23][CH:10]([CH2:11][CH:12]=[CH2:13])[C:9]([O:15][CH2:16][CH3:17])=[O:14])=[C:21]([Cl:27])[CH:20]=1, predict the reactants needed to synthesize it. The reactants are: [Li+].CC([N-]C(C)C)C.[C:9]([O:15][CH2:16][CH3:17])(=[O:14])[CH2:10][CH2:11][CH:12]=[CH2:13].[Br:18][C:19]1[CH:26]=[CH:25][C:22]([CH2:23]Br)=[C:21]([Cl:27])[CH:20]=1. (9) Given the product [Cl:1][C:2]1[CH:10]=[CH:9][C:5]([C:6]([NH:15][C:16]2[CH:25]=[C:24]3[C:19]([CH2:20][CH2:21][C:22](=[O:27])[N:23]3[CH3:26])=[CH:18][CH:17]=2)=[O:8])=[C:4]([NH:11][CH2:12][CH2:13][OH:14])[CH:3]=1, predict the reactants needed to synthesize it. The reactants are: [Cl:1][C:2]1[CH:10]=[CH:9][C:5]([C:6]([OH:8])=O)=[C:4]([NH:11][CH2:12][CH2:13][OH:14])[CH:3]=1.[NH2:15][C:16]1[CH:25]=[C:24]2[C:19]([CH2:20][CH2:21][C:22](=[O:27])[N:23]2[CH3:26])=[CH:18][CH:17]=1.Cl.C(N=C=NCCCN(C)C)C. (10) Given the product [F:1][C:2]1[C:30]([NH:31][S:32]([CH2:35][CH2:36][CH3:37])(=[O:34])=[O:33])=[CH:29][CH:28]=[C:27]([F:38])[C:3]=1[C:4]([NH:6][C:7]1[CH:8]=[C:9]2[C:15]([O:16][CH3:17])=[N:14][NH:13][C:10]2=[N:11][CH:12]=1)=[O:5], predict the reactants needed to synthesize it. The reactants are: [F:1][C:2]1[C:30]([NH:31][S:32]([CH2:35][CH2:36][CH3:37])(=[O:34])=[O:33])=[CH:29][CH:28]=[C:27]([F:38])[C:3]=1[C:4]([NH:6][C:7]1[CH:8]=[C:9]2[C:15]([O:16][CH3:17])=[N:14][N:13](CC3C=CC(OC)=CC=3)[C:10]2=[N:11][CH:12]=1)=[O:5].